From a dataset of Catalyst prediction with 721,799 reactions and 888 catalyst types from USPTO. Predict which catalyst facilitates the given reaction. (1) Reactant: [CH3:1][O:2][C:3](=[O:16])[C:4]1[CH:9]=[CH:8][C:7]([C:10]2[N:11]=[C:12]([NH2:15])[S:13][CH:14]=2)=[CH:6][CH:5]=1.[C:17]1([S:23](Cl)(=[O:25])=[O:24])[CH:22]=[CH:21][CH:20]=[CH:19][CH:18]=1. Product: [CH3:1][O:2][C:3](=[O:16])[C:4]1[CH:5]=[CH:6][C:7]([C:10]2[N:11]=[C:12]([NH:15][S:23]([C:17]3[CH:22]=[CH:21][CH:20]=[CH:19][CH:18]=3)(=[O:25])=[O:24])[S:13][CH:14]=2)=[CH:8][CH:9]=1. The catalyst class is: 143. (2) Reactant: [CH3:1][O:2][C:3]1[N:8]=[C:7]([C:9]([OH:11])=O)[CH:6]=[CH:5][CH:4]=1.C(Cl)(=O)C([Cl:15])=O. Product: [CH3:1][O:2][C:3]1[N:8]=[C:7]([C:9]([Cl:15])=[O:11])[CH:6]=[CH:5][CH:4]=1. The catalyst class is: 2. (3) Reactant: [CH:1]1([CH:7]=[CH:8][C:9]([OH:11])=O)[CH2:6][CH2:5][CH2:4][CH2:3][CH2:2]1.C(Cl)(=O)C([Cl:15])=O. Product: [CH:1]1([CH:7]=[CH:8][C:9]([Cl:15])=[O:11])[CH2:6][CH2:5][CH2:4][CH2:3][CH2:2]1. The catalyst class is: 306. (4) Reactant: [CH3:1][C:2]([C:13]1[S:14][CH:15]=[CH:16][N:17]=1)([O:4]COCC[Si](C)(C)C)[CH3:3].[Br:18]Br.C(=O)(O)[O-].[Na+]. Product: [Br:18][C:15]1[S:14][C:13]([C:2]([OH:4])([CH3:3])[CH3:1])=[N:17][CH:16]=1. The catalyst class is: 22. (5) Reactant: [Cl:1][C:2]1[C:3]([F:16])=[C:4]([C:8](=[O:15])[CH2:9][C:10]([O:12][CH2:13][CH3:14])=[O:11])[CH:5]=[CH:6][CH:7]=1.C(N(CC)CC)C.C(NC1C=CC(S([N:37]=[N+:38]=[N-])(=O)=O)=CC=1)(=O)C. Product: [Cl:1][C:2]1[C:3]([F:16])=[C:4]([C:8](=[O:15])[C:9](=[N+:37]=[N-:38])[C:10]([O:12][CH2:13][CH3:14])=[O:11])[CH:5]=[CH:6][CH:7]=1. The catalyst class is: 10. (6) Reactant: [C:1]([OH:8])(=[O:7])/[CH:2]=[CH:3]/[C:4]([OH:6])=[O:5].C1(C)C=CC=CC=1.[CH:16]1[CH:17]=[CH:18][C:19]2[S:30][C:29]3[CH:28]=[CH:27][CH:26]=[CH:25][C:24]=3[N:23]=[C:22]([N:31]3[CH2:36][CH2:35][N:34]([CH2:37][CH2:38][O:39][CH2:40][CH2:41][OH:42])[CH2:33][CH2:32]3)[C:20]=2[CH:21]=1. Product: [CH2:33]1[N:34]([CH2:37][CH2:38][O:39][CH2:40][CH2:41][OH:42])[CH2:35][CH2:36][N:31]([C:22]2[C:20]3[C:19](=[CH:18][CH:17]=[CH:16][CH:21]=3)[S:30][C:29]3[C:24](=[CH:25][CH:26]=[CH:27][CH:28]=3)[N:23]=2)[CH2:32]1.[CH2:33]1[N:34]([CH2:37][CH2:38][O:39][CH2:40][CH2:41][OH:42])[CH2:35][CH2:36][N:31]([C:22]2[C:20]3[C:19](=[CH:18][CH:17]=[CH:16][CH:21]=3)[S:30][C:29]3[C:24](=[CH:25][CH:26]=[CH:27][CH:28]=3)[N:23]=2)[CH2:32]1.[CH:2](/[C:1]([OH:8])=[O:7])=[CH:3]\[C:4]([OH:6])=[O:5]. The catalyst class is: 21. (7) Reactant: C(OC(=O)[NH:7][C:8]1[CH:12]=[C:11]([C:13]2[CH:18]=[CH:17][C:16]([Cl:19])=[CH:15][CH:14]=2)[S:10][C:9]=1[C:20](=[O:22])[NH2:21])(C)(C)C.C(O)(C(F)(F)F)=O.C([O-])(O)=O.[Na+]. Product: [NH2:7][C:8]1[CH:12]=[C:11]([C:13]2[CH:14]=[CH:15][C:16]([Cl:19])=[CH:17][CH:18]=2)[S:10][C:9]=1[C:20]([NH2:21])=[O:22]. The catalyst class is: 2. (8) Reactant: [NH:1]1[C:11]2[C:6](=[CH:7][CH:8]=[CH:9][CH:10]=2)[C:4](=O)[C:2]1=O.[NH2:12][NH:13][C:14]([NH2:16])=[S:15].C(=O)([O-])[O-].[K+].[K+]. Product: [N:12]1[NH:13][C:14](=[S:15])[N:16]=[C:2]2[C:4]=1[C:6]1[CH:7]=[CH:8][CH:9]=[CH:10][C:11]=1[NH:1]2. The catalyst class is: 6.